This data is from Reaction yield outcomes from USPTO patents with 853,638 reactions. The task is: Predict the reaction yield, written as a fraction of the theoretical maximum amount of product (1.0 means a 100% yield; for example, 0.34 means a 34% yield). (1) The reactants are [C:1]1([CH:7]=[C:8]([C:12]2[CH:17]=[CH:16][N:15]=[CH:14][CH:13]=2)[C:9](=[O:11])[CH3:10])[CH:6]=[CH:5][CH:4]=[CH:3][CH:2]=1.[OH:18]O.[OH-].[Na+]. The catalyst is CO. The product is [C:1]1([CH:7]2[O:18][C:8]2([C:12]2[CH:17]=[CH:16][N:15]=[CH:14][CH:13]=2)[C:9](=[O:11])[CH3:10])[CH:6]=[CH:5][CH:4]=[CH:3][CH:2]=1. The yield is 0.200. (2) The reactants are C[N:2](C)/[C:3](=[N:5]/[C:6]([C:8]1[N:13]=[C:12]([NH:14][C:15]2[N:20]=[CH:19][C:18]3[N:21]=[C:22]([CH3:27])[N:23]([CH:24]([CH3:26])[CH3:25])[C:17]=3[CH:16]=2)[CH:11]=[CH:10][N:9]=1)=O)/[CH3:4].[NH2:29]N. The catalyst is C(O)(=O)C. The product is [CH:24]([N:23]1[C:17]2[CH:16]=[C:15]([NH:14][C:12]3[CH:11]=[CH:10][N:9]=[C:8]([C:6]4[NH:29][N:2]=[C:3]([CH3:4])[N:5]=4)[N:13]=3)[N:20]=[CH:19][C:18]=2[N:21]=[C:22]1[CH3:27])([CH3:26])[CH3:25]. The yield is 0.0700. (3) The reactants are [CH3:1][C:2]([C:10]1[O:14][CH:13]=[N:12][CH:11]=1)([C:4]1[CH:9]=[CH:8][CH:7]=[CH:6][CH:5]=1)[CH3:3].[Cl:15][S:16](O)(=[O:18])=[O:17]. No catalyst specified. The product is [CH3:3][C:2]([C:4]1[CH:9]=[CH:8][C:7]([S:16]([Cl:15])(=[O:18])=[O:17])=[CH:6][CH:5]=1)([C:10]1[O:14][CH:13]=[N:12][CH:11]=1)[CH3:1]. The yield is 0.630. (4) The product is [F:1][C:2]1[CH:7]=[CH:6][C:5]([F:8])=[CH:4][C:3]=1[C@H:9]1[CH2:13][CH2:12][CH2:11][N:10]1[C:14]1[CH:19]=[CH:18][N:17]2[N:20]=[CH:21][C:22]([NH:23][C:30]([C:25]3[N:26]=[CH:27][CH:28]=[CH:29][N:24]=3)=[O:31])=[C:16]2[N:15]=1. The yield is 0.0900. The reactants are [F:1][C:2]1[CH:7]=[CH:6][C:5]([F:8])=[CH:4][C:3]=1[C@H:9]1[CH2:13][CH2:12][CH2:11][N:10]1[C:14]1[CH:19]=[CH:18][N:17]2[N:20]=[CH:21][C:22]([NH2:23])=[C:16]2[N:15]=1.[N:24]1[CH:29]=[CH:28][CH:27]=[N:26][C:25]=1[C:30](O)=[O:31].CN(C(ON1N=NC2C=CC=NC1=2)=[N+](C)C)C.F[P-](F)(F)(F)(F)F.CCN(C(C)C)C(C)C. The catalyst is CS(C)=O.CCOC(C)=O.CN(C=O)C.